This data is from Full USPTO retrosynthesis dataset with 1.9M reactions from patents (1976-2016). The task is: Predict the reactants needed to synthesize the given product. (1) Given the product [I:22][C:2]1[CH:3]=[C:4]2[C:9](=[CH:10][CH:11]=1)[C:8](=[O:12])[CH2:7][CH2:6][CH2:5]2, predict the reactants needed to synthesize it. The reactants are: N[C:2]1[CH:3]=[C:4]2[C:9](=[CH:10][CH:11]=1)[C:8](=[O:12])[CH2:7][CH2:6][CH2:5]2.S(=O)(=O)(O)O.N([O-])=O.[Na+].[I-:22].[Na+]. (2) Given the product [F:10][C:9]([F:12])([F:11])[C:6]1[CH:7]=[CH:8][C:3]([O:14][CH3:13])=[CH:4][CH:5]=1, predict the reactants needed to synthesize it. The reactants are: [Na].Br[C:3]1[CH:8]=[CH:7][C:6]([C:9]([F:12])([F:11])[F:10])=[CH:5][CH:4]=1.[CH3:13][OH:14]. (3) Given the product [ClH:40].[CH3:10][O:9][C:8]1[CH:7]=[CH:6][C:5]([C:11]2[O:15][N:14]=[C:13]([C:16]3[CH:33]=[CH:32][C:19]4[CH2:20][CH2:21][NH:22][CH2:23][CH2:24][C:18]=4[CH:17]=3)[N:12]=2)=[CH:4][C:3]=1[C:1]#[N:2], predict the reactants needed to synthesize it. The reactants are: [C:1]([C:3]1[CH:4]=[C:5]([C:11]2[O:15][N:14]=[C:13]([C:16]3[CH:33]=[CH:32][C:19]4[CH2:20][CH2:21][N:22](C(OC(C)(C)C)=O)[CH2:23][CH2:24][C:18]=4[CH:17]=3)[N:12]=2)[CH:6]=[CH:7][C:8]=1[O:9][CH3:10])#[N:2].O1CCOCC1.[ClH:40]. (4) The reactants are: [CH3:1][S:2]([C:5]1[CH:10]=[CH:9][C:8]([C:11]2[NH:12][C:13]([C:16]3[CH:21]=[CH:20][C:19]([C:22]([F:25])([F:24])[F:23])=[CH:18][C:17]=3[NH2:26])=[N:14][N:15]=2)=[CH:7][CH:6]=1)(=[O:4])=[O:3].[N:27]1[CH:32]=[CH:31][C:30]([CH:33]=O)=[CH:29][CH:28]=1.C(O[BH-](OC(=O)C)OC(=O)C)(=O)C.[Na+].C(O)(=O)C. Given the product [CH3:1][S:2]([C:5]1[CH:10]=[CH:9][C:8]([C:11]2[NH:12][C:13]([C:16]3[CH:21]=[CH:20][C:19]([C:22]([F:25])([F:23])[F:24])=[CH:18][C:17]=3[NH:26][CH2:33][C:30]3[CH:31]=[CH:32][N:27]=[CH:28][CH:29]=3)=[N:14][N:15]=2)=[CH:7][CH:6]=1)(=[O:4])=[O:3], predict the reactants needed to synthesize it. (5) Given the product [Cl:1][C:2]1[CH:3]=[C:4]([C:8]2[CH:17]=[C:16]3[C:11]([NH:12][C:13](=[S:34])[CH2:14][N:15]3[C:18]([O:20][CH:21]([CH3:23])[CH3:22])=[O:19])=[CH:10][CH:9]=2)[CH:5]=[CH:6][CH:7]=1, predict the reactants needed to synthesize it. The reactants are: [Cl:1][C:2]1[CH:3]=[C:4]([C:8]2[CH:17]=[C:16]3[C:11]([NH:12][C:13](=O)[CH2:14][N:15]3[C:18]([O:20][CH:21]([CH3:23])[CH3:22])=[O:19])=[CH:10][CH:9]=2)[CH:5]=[CH:6][CH:7]=1.COC1C=CC(P2(SP(C3C=CC(OC)=CC=3)(=S)S2)=[S:34])=CC=1.